This data is from Forward reaction prediction with 1.9M reactions from USPTO patents (1976-2016). The task is: Predict the product of the given reaction. (1) Given the reactants [Cl:1][C:2]1[CH:10]=[C:9]2[C:5]([CH:6]=[C:7]([C:11]([OH:13])=O)[NH:8]2)=[CH:4][CH:3]=1.[CH3:14][N:15]([CH3:21])[C@H:16]1[CH2:20][CH2:19][NH:18][CH2:17]1, predict the reaction product. The product is: [Cl:1][C:2]1[CH:10]=[C:9]2[C:5]([CH:6]=[C:7]([C:11]([N:18]3[CH2:19][CH2:20][C@H:16]([N:15]([CH3:21])[CH3:14])[CH2:17]3)=[O:13])[NH:8]2)=[CH:4][CH:3]=1. (2) Given the reactants [CH3:1][C:2]1[CH:3]=[C:4]([C:13]([O:15][CH3:16])=[O:14])[C:5]2[CH:6]=[CH:7][C:8](=[O:12])[O:9][C:10]=2[CH:11]=1.[CH3:17][Si:18]([C:21]#C)([CH3:20])[CH3:19], predict the reaction product. The product is: [CH3:17][Si:18]([C:21]#[C:1][C:2]1[CH:3]=[C:4]([C:13]([O:15][CH3:16])=[O:14])[C:5]2[CH:6]=[CH:7][C:8](=[O:12])[O:9][C:10]=2[CH:11]=1)([CH3:20])[CH3:19]. (3) Given the reactants [CH2:1]([NH:8][C@@H:9]([CH2:12][O:13][Si:14]([C:27]([CH3:30])([CH3:29])[CH3:28])([C:21]1[CH:26]=[CH:25][CH:24]=[CH:23][CH:22]=1)[C:15]1[CH:20]=[CH:19][CH:18]=[CH:17][CH:16]=1)[CH2:10][OH:11])[C:2]1[CH:7]=[CH:6][CH:5]=[CH:4][CH:3]=1.[CH2:31]([C@H:33]1[O:35][CH2:34]1)Cl.Cl([O-])(=O)(=O)=O.[Li+].C[O-].[Na+], predict the reaction product. The product is: [CH2:1]([N:8]1[C@@H:9]([CH2:12][O:13][Si:14]([C:27]([CH3:30])([CH3:29])[CH3:28])([C:21]2[CH:26]=[CH:25][CH:24]=[CH:23][CH:22]=2)[C:15]2[CH:16]=[CH:17][CH:18]=[CH:19][CH:20]=2)[CH2:10][O:11][C@@H:33]([CH2:34][OH:35])[CH2:31]1)[C:2]1[CH:3]=[CH:4][CH:5]=[CH:6][CH:7]=1. (4) Given the reactants [NH2:1][C:2]1[CH:3]=[C:4]([CH:8]=[CH:9][CH:10]=1)[C:5]([OH:7])=[O:6].[Br:11][C:12]1[CH:17]=[CH:16][CH:15]=[CH:14][C:13]=1[N:18]=[C:19]=[O:20], predict the reaction product. The product is: [C:5]([C:4]1[CH:3]=[C:2]([NH:1][C:19]([NH:18][C:13]2[CH:14]=[CH:15][CH:16]=[CH:17][C:12]=2[Br:11])=[O:20])[CH:10]=[CH:9][CH:8]=1)([OH:7])=[O:6]. (5) Given the reactants [OH:1][N:2]=[C:3]([C:5]1[CH:10]=[CH:9][CH:8]=[C:7]([C:11]([F:14])([F:13])[F:12])[CH:6]=1)[NH2:4].Cl[C:16](=O)[CH2:17][N:18]1[CH:22]=[C:21]([C:23]([O:25][CH2:26][CH3:27])=[O:24])[CH:20]=[N:19]1.O, predict the reaction product. The product is: [F:14][C:11]([F:13])([F:12])[C:7]1[CH:6]=[C:5]([C:3]2[N:4]=[C:16]([CH2:17][N:18]3[CH:22]=[C:21]([C:23]([O:25][CH2:26][CH3:27])=[O:24])[CH:20]=[N:19]3)[O:1][N:2]=2)[CH:10]=[CH:9][CH:8]=1. (6) Given the reactants [CH3:1][O:2][C:3]1[CH:4]=[C:5]2[C:10](=[CH:11][C:12]=1[O:13][CH3:14])[CH2:9][NH:8][CH:7]([C:15]([OH:17])=[O:16])[CH2:6]2.[Cl:18][C:19]1[CH:24]=[CH:23][C:22]([N:25]=[C:26]=[O:27])=[CH:21][CH:20]=1, predict the reaction product. The product is: [Cl:18][C:19]1[CH:24]=[CH:23][C:22]([NH:25][C:26]([N:8]2[C@H:7]([C:15]([OH:17])=[O:16])[CH2:6][C:5]3[C:10](=[CH:11][C:12]([O:13][CH3:14])=[C:3]([O:2][CH3:1])[CH:4]=3)[CH2:9]2)=[O:27])=[CH:21][CH:20]=1. (7) Given the reactants Cl.[Br:2][C:3]1[CH:11]=[C:10]2[C:6]([CH2:7][CH2:8][NH:9]2)=[CH:5][CH:4]=1.[CH3:12][C:13]([O:16][C:17](O[C:17]([O:16][C:13]([CH3:15])([CH3:14])[CH3:12])=[O:18])=[O:18])([CH3:15])[CH3:14], predict the reaction product. The product is: [Br:2][C:3]1[CH:11]=[C:10]2[C:6]([CH2:7][CH2:8][N:9]2[C:17]([O:16][C:13]([CH3:15])([CH3:14])[CH3:12])=[O:18])=[CH:5][CH:4]=1.